From a dataset of Retrosynthesis with 50K atom-mapped reactions and 10 reaction types from USPTO. Predict the reactants needed to synthesize the given product. (1) Given the product CC(C)(C)OC(=O)NC1=NC(C)(c2cccc(-c3cncc(C#N)c3)c2)COC1, predict the reactants needed to synthesize it. The reactants are: CC(C)(C)OC(=O)NC1=NC(C)(c2cccc(Br)c2)COC1.CC1(C)OB(c2cncc(C#N)c2)OC1(C)C. (2) Given the product CC(C)(C)OC(=O)N1CCC(CN2CCNCC2)CC1, predict the reactants needed to synthesize it. The reactants are: C1CNCCN1.CC(C)(C)OC(=O)N1CCC(C=O)CC1. (3) The reactants are: C1COCCN1.O=C(CBr)c1cn(-c2ccc(Cl)cc2)c(-c2ccc(Cl)cc2Cl)n1. Given the product O=C(CN1CCOCC1)c1cn(-c2ccc(Cl)cc2)c(-c2ccc(Cl)cc2Cl)n1, predict the reactants needed to synthesize it. (4) Given the product CS(=O)(=O)Cc1ccc(CO)cc1, predict the reactants needed to synthesize it. The reactants are: COC(=O)c1ccc(CS(C)(=O)=O)cc1. (5) Given the product COc1ccc(CCC(=O)NCc2ccc(Cl)cc2)cc1OC, predict the reactants needed to synthesize it. The reactants are: COc1ccc(CCC(=O)Cl)cc1OC.NCc1ccc(Cl)cc1. (6) Given the product OCc1coc2cc(F)ccc12, predict the reactants needed to synthesize it. The reactants are: CCOC(=O)c1coc2cc(F)ccc12. (7) The reactants are: CCCCC(CC)CC1(CC(CC)CCCC)c2cc(Br)ccc2-c2ccc(I)cc21.c1ccc(Nc2ccccc2)cc1. Given the product CCCCC(CC)CC1(CC(CC)CCCC)c2cc(Br)ccc2-c2ccc(N(c3ccccc3)c3ccccc3)cc21, predict the reactants needed to synthesize it. (8) Given the product Nc1cccc(-c2ccoc2)n1, predict the reactants needed to synthesize it. The reactants are: Nc1cccc(Cl)n1.OB(O)c1ccoc1. (9) Given the product CN1C2CCC1CC(OC(=O)Nc1ccccc1-c1ccccc1)C2, predict the reactants needed to synthesize it. The reactants are: CN1C2CCC1CC(OC(=O)Nc1ccccc1Br)C2.OB(O)c1ccccc1. (10) The reactants are: COc1ccc(-c2cc(-c3ccccn3)nc(-c3cccc(Br)n3)c2)cc1.[C-]#N. Given the product COc1ccc(-c2cc(-c3ccccn3)nc(-c3cccc(C#N)n3)c2)cc1, predict the reactants needed to synthesize it.